Task: Binary Classification. Given a miRNA mature sequence and a target amino acid sequence, predict their likelihood of interaction.. Dataset: Experimentally validated miRNA-target interactions with 360,000+ pairs, plus equal number of negative samples The miRNA is hsa-miR-20a-5p with sequence UAAAGUGCUUAUAGUGCAGGUAG. The protein sequence of the target gene is MVWEVKTNQMPNAVQKLLLVMDKRASGMNDSLELLQCNENLPSSPGYNSCDEHMELDDLPELQAVQSDPTQSGMYQLSSDVSHQEYPRSSWNQNTSDIPETTYRENEVDWLTELANIATSPQSPLMQCSFYNRSSPVHIIATSKSLHSYARPPPVSSSSKSEPAFPHHHWKEETPVRHERANSESESGIFCMSSLSDDDDLGWCNSWPSTVWHCFLKGTRLCFHKGSNKEWQDVEDFARAEGCDNEEDLQMGIHKGYGSDGLKLLSHEESVSFGESVLKLTFDPGTVEDGLLTVECKLDH.... Result: 1 (interaction).